Dataset: Reaction yield outcomes from USPTO patents with 853,638 reactions. Task: Predict the reaction yield, written as a fraction of the theoretical maximum amount of product (1.0 means a 100% yield; for example, 0.34 means a 34% yield). (1) The reactants are Cl.[CH:2]([CH:15]1[C:20](=[O:21])[CH2:19][CH2:18][NH:17][CH2:16]1)([C:9]1[CH:14]=[CH:13][CH:12]=[CH:11][CH:10]=1)[C:3]1[CH:8]=[CH:7][CH:6]=[CH:5][CH:4]=1.Br[CH2:23][C:24]1[CH:29]=[CH:28][C:27]([CH2:30][C:31]([O:33][CH2:34][C:35](=[O:42])[C:36]2[CH:41]=[CH:40][CH:39]=[CH:38][CH:37]=2)=[O:32])=[CH:26][CH:25]=1.C(=O)([O-])[O-].[K+].[K+]. The catalyst is CN(C)C=O. The product is [CH:2]([CH:15]1[C:20](=[O:21])[CH2:19][CH2:18][N:17]([CH2:23][C:24]2[CH:29]=[CH:28][C:27]([CH2:30][C:31]([O:33][CH2:34][C:35](=[O:42])[C:36]3[CH:37]=[CH:38][CH:39]=[CH:40][CH:41]=3)=[O:32])=[CH:26][CH:25]=2)[CH2:16]1)([C:9]1[CH:14]=[CH:13][CH:12]=[CH:11][CH:10]=1)[C:3]1[CH:4]=[CH:5][CH:6]=[CH:7][CH:8]=1. The yield is 0.880. (2) The reactants are [F:1][C:2]1[CH:7]=[CH:6][C:5]([NH:8][C:9]2[N:10]([CH3:26])[C:11]3[C:20]4[C:19](=[O:21])[NH:18][C:17]([CH:22]=[O:23])=[C:16]([CH3:24])[C:15]=4[CH:14]=[CH:13][C:12]=3[N:25]=2)=[C:4]([CH3:27])[CH:3]=1.[CH:28]([Mg]Br)=[CH2:29]. The catalyst is C1COCC1. The product is [F:1][C:2]1[CH:7]=[CH:6][C:5]([NH:8][C:9]2[N:10]([CH3:26])[C:11]3[C:20]4[C:19](=[O:21])[NH:18][C:17]([CH:22]([OH:23])[CH:28]=[CH2:29])=[C:16]([CH3:24])[C:15]=4[CH:14]=[CH:13][C:12]=3[N:25]=2)=[C:4]([CH3:27])[CH:3]=1. The yield is 0.910.